This data is from Forward reaction prediction with 1.9M reactions from USPTO patents (1976-2016). The task is: Predict the product of the given reaction. (1) Given the reactants [H-].[Na+].[C:3]1(=O)[CH2:7][CH2:6][CH2:5][CH2:4]1.[CH3:9][CH2:10][O:11][CH2:12][CH3:13].[OH2:14], predict the reaction product. The product is: [CH2:10]([O:11][C:12](=[O:14])[CH:13]=[C:3]1[CH2:7][CH2:6][CH2:5][CH2:4]1)[CH3:9]. (2) The product is: [C:1]([O:5][C:6](=[O:19])[CH2:7][N:8]1[C:16]2[C:11](=[CH:12][CH:13]=[C:14]([O:17][CH2:27][CH2:26][C:25]3[S:24][C:23]([C:29]4[CH:30]=[CH:31][C:32]([C:35]([F:38])([F:36])[F:37])=[CH:33][CH:34]=4)=[N:22][C:21]=3[CH3:20])[CH:15]=2)[C:10]([Cl:18])=[CH:9]1)([CH3:4])([CH3:2])[CH3:3]. Given the reactants [C:1]([O:5][C:6](=[O:19])[CH2:7][N:8]1[C:16]2[C:11](=[CH:12][CH:13]=[C:14]([OH:17])[CH:15]=2)[C:10]([Cl:18])=[CH:9]1)([CH3:4])([CH3:3])[CH3:2].[CH3:20][C:21]1[N:22]=[C:23]([C:29]2[CH:34]=[CH:33][C:32]([C:35]([F:38])([F:37])[F:36])=[CH:31][CH:30]=2)[S:24][C:25]=1[CH2:26][CH2:27]O.C1(P(C2C=CC=CC=2)C2C=CC=CC=2)C=CC=CC=1.N(C(OC(C)(C)C)=O)=NC(OC(C)(C)C)=O, predict the reaction product. (3) Given the reactants [Cl:1][C:2]1[N:7]=[C:6](Cl)[C:5]([C:9]2[CH:14]=[CH:13][C:12]([Cl:15])=[CH:11][CH:10]=2)=[C:4]([C:16]2[CH:21]=[CH:20][C:19]([Cl:22])=[CH:18][CH:17]=2)[N:3]=1.[CH3:23][NH:24][CH3:25], predict the reaction product. The product is: [Cl:1][C:2]1[N:7]=[C:6]([N:24]([CH3:25])[CH3:23])[C:5]([C:9]2[CH:14]=[CH:13][C:12]([Cl:15])=[CH:11][CH:10]=2)=[C:4]([C:16]2[CH:21]=[CH:20][C:19]([Cl:22])=[CH:18][CH:17]=2)[N:3]=1. (4) The product is: [Cl:24][C:15]1[CH:14]=[C:13]([CH:18]=[C:17]([O:19][C:20]([F:23])([F:22])[F:21])[CH:16]=1)[O:12][CH2:11][C:9]1[C:8]([CH:25]2[CH2:27][CH2:26]2)=[CH:7][N:6]2[C:2]([NH:34][S:31]([CH3:28])(=[O:33])=[O:32])=[N:3][N:4]=[C:5]2[CH:10]=1. Given the reactants Br[C:2]1[N:6]2[CH:7]=[C:8]([CH:25]3[CH2:27][CH2:26]3)[C:9]([CH2:11][O:12][C:13]3[CH:18]=[C:17]([O:19][C:20]([F:23])([F:22])[F:21])[CH:16]=[C:15]([Cl:24])[CH:14]=3)=[CH:10][C:5]2=[N:4][N:3]=1.[CH:28]1([S:31]([NH2:34])(=[O:33])=[O:32])CC1, predict the reaction product. (5) Given the reactants [C:1]([C:3]1[CH:16]=[CH:15][C:6]([CH2:7][N:8]2[CH2:11][CH:10]([C:12]([OH:14])=[O:13])[CH2:9]2)=[CH:5][CH:4]=1)#[N:2].[C:17](O)([CH3:20])([CH3:19])[CH3:18].CCN=C=NCCCN(C)C, predict the reaction product. The product is: [C:1]([C:3]1[CH:4]=[CH:5][C:6]([CH2:7][N:8]2[CH2:9][CH:10]([C:12]([O:14][C:17]([CH3:20])([CH3:19])[CH3:18])=[O:13])[CH2:11]2)=[CH:15][CH:16]=1)#[N:2]. (6) Given the reactants [CH2:1]([O:5][C:6]1[CH:7]=[C:8]2[C:13](=[CH:14][C:15]=1[O:16][CH3:17])[CH:12]([CH2:18][C:19]1[CH:24]=[CH:23][CH:22]=[C:21]([O:25][CH3:26])[CH:20]=1)[NH:11][CH:10]=[C:9]2[CH:27]=[O:28])[CH2:2][CH2:3][CH3:4], predict the reaction product. The product is: [CH2:1]([O:5][C:6]1[CH:7]=[C:8]2[C:13](=[CH:14][C:15]=1[O:16][CH3:17])[C:12]([CH2:18][C:19]1[CH:24]=[CH:23][CH:22]=[C:21]([O:25][CH3:26])[CH:20]=1)=[N:11][CH:10]=[C:9]2[CH:27]=[O:28])[CH2:2][CH2:3][CH3:4]. (7) Given the reactants [CH:1]1([CH2:4][N:5]2[CH2:10][CH2:9][CH:8]([C:11]([N:13]3[CH2:17][C@H:16]([NH:18][CH3:19])[C@@H:15]([C:20]4[CH:25]=[CH:24][C:23]([Cl:26])=[C:22]([Cl:27])[CH:21]=4)[CH2:14]3)=[O:12])[CH2:7][CH2:6]2)[CH2:3][CH2:2]1.Cl[C:29]([O:31][C:32]1[CH:37]=[CH:36][C:35]([CH3:38])=[CH:34][CH:33]=1)=[O:30], predict the reaction product. The product is: [C:35]1([CH3:38])[CH:36]=[CH:37][C:32]([O:31][C:29](=[O:30])[N:18]([C@@H:16]2[C@@H:15]([C:20]3[CH:25]=[CH:24][C:23]([Cl:26])=[C:22]([Cl:27])[CH:21]=3)[CH2:14][N:13]([C:11]([CH:8]3[CH2:9][CH2:10][N:5]([CH2:4][CH:1]4[CH2:3][CH2:2]4)[CH2:6][CH2:7]3)=[O:12])[CH2:17]2)[CH3:19])=[CH:33][CH:34]=1. (8) Given the reactants [CH2:1]([O:8][C:9]([NH:11][C@@H:12]([CH2:20][S:21][CH2:22][C@H:23]([O:37][C:38](=[O:48])[NH:39][CH2:40][CH2:41][CH2:42][CH2:43][CH2:44][CH2:45][CH2:46][CH3:47])[CH2:24][O:25][C:26](=[O:36])[NH:27][CH2:28][CH2:29][CH2:30][CH2:31][CH2:32][CH2:33][CH2:34][CH3:35])[C:13]([O:15]C(C)(C)C)=[O:14])=[O:10])[C:2]1[CH:7]=[CH:6][CH:5]=[CH:4][CH:3]=1, predict the reaction product. The product is: [CH2:1]([O:8][C:9]([NH:11][C@@H:12]([CH2:20][S:21][CH2:22][C@H:23]([O:37][C:38](=[O:48])[NH:39][CH2:40][CH2:41][CH2:42][CH2:43][CH2:44][CH2:45][CH2:46][CH3:47])[CH2:24][O:25][C:26](=[O:36])[NH:27][CH2:28][CH2:29][CH2:30][CH2:31][CH2:32][CH2:33][CH2:34][CH3:35])[C:13]([OH:15])=[O:14])=[O:10])[C:2]1[CH:3]=[CH:4][CH:5]=[CH:6][CH:7]=1. (9) Given the reactants [NH2:1][CH2:2][CH2:3][NH:4][C:5]1[C:6](=[O:22])[N:7]([C:18]([CH3:21])([CH3:20])[CH3:19])[S:8](=[O:17])(=[O:16])[C:9]=1[C:10]1[CH:15]=[CH:14][CH:13]=[CH:12][CH:11]=1.Cl[C:24]1[C:29]([Cl:30])=[CH:28][C:27]([C:31]([F:34])([F:33])[F:32])=[CH:26][N:25]=1, predict the reaction product. The product is: [C:18]([N:7]1[C:6](=[O:22])[C:5]([NH:4][CH2:3][CH2:2][NH:1][C:24]2[C:29]([Cl:30])=[CH:28][C:27]([C:31]([F:34])([F:32])[F:33])=[CH:26][N:25]=2)=[C:9]([C:10]2[CH:15]=[CH:14][CH:13]=[CH:12][CH:11]=2)[S:8]1(=[O:17])=[O:16])([CH3:19])([CH3:21])[CH3:20].